This data is from Forward reaction prediction with 1.9M reactions from USPTO patents (1976-2016). The task is: Predict the product of the given reaction. Given the reactants Br[C:2]1[N:6]([CH:7]([CH3:9])[CH3:8])[C:5]2[CH:10]([C:22]3[CH:27]=[CH:26][C:25]([Cl:28])=[CH:24][C:23]=3[CH3:29])[N:11]([C:14]3[CH:19]=[CH:18][CH:17]=[C:16]([Cl:20])[C:15]=3[F:21])[C:12](=[O:13])[C:4]=2[CH:3]=1.[CH3:30][O:31][C:32]1[CH:37]=[CH:36][CH:35]=[CH:34][C:33]=1B(O)O.[O-]P([O-])([O-])=O.[K+].[K+].[K+], predict the reaction product. The product is: [Cl:20][C:16]1[C:15]([F:21])=[C:14]([N:11]2[C:12](=[O:13])[C:4]3[CH:3]=[C:2]([C:33]4[CH:34]=[CH:35][CH:36]=[CH:37][C:32]=4[O:31][CH3:30])[N:6]([CH:7]([CH3:8])[CH3:9])[C:5]=3[CH:10]2[C:22]2[CH:27]=[CH:26][C:25]([Cl:28])=[CH:24][C:23]=2[CH3:29])[CH:19]=[CH:18][CH:17]=1.